This data is from Reaction yield outcomes from USPTO patents with 853,638 reactions. The task is: Predict the reaction yield, written as a fraction of the theoretical maximum amount of product (1.0 means a 100% yield; for example, 0.34 means a 34% yield). (1) The reactants are [CH3:1][C:2]1[CH:3]=[C:4]([NH:9][C:10](=O)[CH2:11][C:12]2[CH:17]=[CH:16][C:15]([CH3:18])=[CH:14][N:13]=2)[CH:5]=[CH:6][C:7]=1[CH3:8].B.O1CCCC1. The catalyst is C1COCC1. The product is [CH3:1][C:2]1[CH:3]=[C:4]([NH:9][CH2:10][CH2:11][C:12]2[CH:17]=[CH:16][C:15]([CH3:18])=[CH:14][N:13]=2)[CH:5]=[CH:6][C:7]=1[CH3:8]. The yield is 0.100. (2) The reactants are [CH3:1][C:2]([S:10][C:11]1[CH:20]=[CH:19][C:14]2[N:15]=[C:16]([NH2:18])[S:17][C:13]=2[CH:12]=1)([CH3:9])[CH2:3][N:4]1[CH2:8][CH2:7][CH2:6][CH2:5]1.Cl.OO.C(=O)([O-])[OH:25].[Na+].[OH2:29]. The catalyst is CO.O.O.[O-][W]([O-])(=O)=O.[Na+].[Na+]. The product is [CH3:9][C:2]([S:10]([C:11]1[CH:20]=[CH:19][C:14]2[N:15]=[C:16]([NH2:18])[S:17][C:13]=2[CH:12]=1)(=[O:25])=[O:29])([CH3:1])[CH2:3][N:4]1[CH2:8][CH2:7][CH2:6][CH2:5]1. The yield is 0.623.